This data is from Full USPTO retrosynthesis dataset with 1.9M reactions from patents (1976-2016). The task is: Predict the reactants needed to synthesize the given product. Given the product [O:24]=[C:23]1[CH:22]([N:21]2[C:15](=[O:16])[C:10]3[C:11](=[CH:17][CH:18]=[CH:19][C:9]=3[OH:8])[C:12]2=[O:14])[CH2:28][CH2:27][C:26](=[O:29])[NH:25]1, predict the reactants needed to synthesize it. The reactants are: C(N(CC)CC)C.[OH:8][C:9]1[CH:19]=[CH:18][CH:17]=[C:11]2[C:12]([O:14][C:15](=[O:16])[C:10]=12)=O.Cl.[NH2:21][CH:22]1[CH2:28][CH2:27][C:26](=[O:29])[NH:25][C:23]1=[O:24].